From a dataset of Catalyst prediction with 721,799 reactions and 888 catalyst types from USPTO. Predict which catalyst facilitates the given reaction. (1) Reactant: CCCC[N+](CCCC)(CCCC)CCCC.[F-].[Si]([O:26][C@H:27]1[C:31](=[O:32])[N:30]([C:33]2[CH:38]=[C:37]([C:39]#[N:40])[CH:36]=[CH:35][N:34]=2)[C@H:29]([C:41]([N:43]([CH:52]([C:62]2[CH:67]=[CH:66][CH:65]=[CH:64][C:63]=2[Cl:68])[C:53]([NH:55][CH:56]2[CH2:59][C:58]([F:61])([F:60])[CH2:57]2)=[O:54])[C:44]2[CH:49]=[CH:48][CH:47]=[C:46]([C:50]#[N:51])[CH:45]=2)=[O:42])[CH2:28]1)(C(C)(C)C)(C)C. Product: [Cl:68][C:63]1[CH:64]=[CH:65][CH:66]=[CH:67][C:62]=1[CH:52]([N:43]([C:44]1[CH:49]=[CH:48][CH:47]=[C:46]([C:50]#[N:51])[CH:45]=1)[C:41]([C@@H:29]1[CH2:28][C@@H:27]([OH:26])[C:31](=[O:32])[N:30]1[C:33]1[CH:38]=[C:37]([C:39]#[N:40])[CH:36]=[CH:35][N:34]=1)=[O:42])[C:53]([NH:55][CH:56]1[CH2:59][C:58]([F:60])([F:61])[CH2:57]1)=[O:54]. The catalyst class is: 1. (2) Reactant: C(=O)([O-])[O-].[K+].[K+].[Cl:7][C:8]1[CH:13]=[CH:12][C:11]([C:14]2[CH:19]=[CH:18][C:17]([CH2:20][O:21][CH:22]3[CH2:27][CH2:26][CH2:25][NH:24][CH2:23]3)=[CH:16][CH:15]=2)=[CH:10][CH:9]=1.F[C:29]1[CH:36]=[CH:35][CH:34]=[CH:33][C:30]=1[CH:31]=[O:32].O. Product: [Cl:7][C:8]1[CH:13]=[CH:12][C:11]([C:14]2[CH:19]=[CH:18][C:17]([CH2:20][O:21][CH:22]3[CH2:27][CH2:26][CH2:25][N:24]([C:36]4[CH:29]=[C:30]([CH:33]=[CH:34][CH:35]=4)[CH:31]=[O:32])[CH2:23]3)=[CH:16][CH:15]=2)=[CH:10][CH:9]=1. The catalyst class is: 711. (3) Reactant: C([S:4][CH:5]([CH3:12])[C:6](=[O:11])[C:7]([F:10])([F:9])[F:8])(=O)C.CN(C)C=O.[C:18]([CH2:20][C:21]([O:23][CH2:24][CH3:25])=[O:22])#[N:19]. Product: [NH2:19][C:18]1[S:4][CH:5]([CH3:12])[C:6]([OH:11])([C:7]([F:10])([F:9])[F:8])[C:20]=1[C:21]([O:23][CH2:24][CH3:25])=[O:22]. The catalyst class is: 425. (4) Reactant: [Li]CCCC.Br[C:7]1[CH:8]=[N:9][CH:10]=[CH:11][CH:12]=1.[Cl:13][C:14]1[CH:42]=[CH:41][C:17]([C:18]([C:20]2[CH:21]=[C:22]3[C:27](=[CH:28][CH:29]=2)[N:26]([CH3:30])[C:25](=[O:31])[CH:24]=[C:23]3[CH2:32][CH2:33][C:34]2[CH:39]=[CH:38][CH:37]=[C:36]([Cl:40])[CH:35]=2)=[O:19])=[CH:16][CH:15]=1. Product: [Cl:40][C:36]1[CH:35]=[C:34]([CH2:33][CH2:32][C:23]2[C:22]3[C:27](=[CH:28][CH:29]=[C:20]([C:18]([C:17]4[CH:16]=[CH:15][C:14]([Cl:13])=[CH:42][CH:41]=4)([OH:19])[C:7]4[CH:8]=[N:9][CH:10]=[CH:11][CH:12]=4)[CH:21]=3)[N:26]([CH3:30])[C:25](=[O:31])[CH:24]=2)[CH:39]=[CH:38][CH:37]=1. The catalyst class is: 385. (5) Reactant: [OH:1][C:2]1[CH:7]=[CH:6][C:5]([C:8]2[CH2:14][CH2:13][CH2:12][C:11]3[CH:15]=[C:16]([OH:19])[CH:17]=[CH:18][C:10]=3[C:9]=2[CH:20]=[CH2:21])=[CH:4][CH:3]=1. Product: [CH2:20]([C:9]1[C:10]2[CH:18]=[CH:17][C:16]([OH:19])=[CH:15][C:11]=2[CH2:12][CH2:13][CH2:14][C:8]=1[C:5]1[CH:4]=[CH:3][C:2]([OH:1])=[CH:7][CH:6]=1)[CH3:21]. The catalyst class is: 43. (6) Product: [Cl:17][C:18]1[CH:19]=[CH:20][C:21]2[N:27]3[C:28]([C:31]([F:34])([F:33])[F:32])=[N:29][N:30]=[C:26]3[C@@H:25]([CH2:35][C:36]([OH:38])=[O:37])[O:24][C@H:23]([C:39]3[CH:44]=[CH:43][CH:42]=[C:41]([O:45][CH3:46])[C:40]=3[Cl:47])[C:22]=2[CH:48]=1. The catalyst class is: 13. Reactant: C(N[C@@H](C1C=CC=CC=1)C)C1C=CC=CC=1.[Cl:17][C:18]1[CH:19]=[CH:20][C:21]2[N:27]3[C:28]([C:31]([F:34])([F:33])[F:32])=[N:29][N:30]=[C:26]3[C@@H:25]([CH2:35][C:36]([OH:38])=[O:37])[O:24][C@H:23]([C:39]3[CH:44]=[CH:43][CH:42]=[C:41]([O:45][CH3:46])[C:40]=3[Cl:47])[C:22]=2[CH:48]=1.O. (7) Reactant: COC(=O)[C@H](CO)N[O:6][Si:7]([C:20]([CH3:23])([CH3:22])[CH3:21])([C:14]1[CH:19]=[CH:18][CH:17]=[CH:16][CH:15]=1)[C:8]1[CH:13]=[CH:12][CH:11]=[CH:10][CH:9]=1.[C:27](=[S:29])=S.C([N:32]([CH2:35][CH3:36])CC)C.Cl[C:38]([O:40][CH2:41]C)=[O:39]. Product: [CH3:41][O:40][C:38](=[O:39])[C@@H:35]([N:32]=[C:27]=[S:29])[CH2:36][O:6][Si:7]([C:20]([CH3:21])([CH3:23])[CH3:22])([C:14]1[CH:15]=[CH:16][CH:17]=[CH:18][CH:19]=1)[C:8]1[CH:9]=[CH:10][CH:11]=[CH:12][CH:13]=1. The catalyst class is: 61. (8) Reactant: [CH3:1][O:2][C:3]1[CH:10]=[CH:9][C:6]([CH:7]=O)=[CH:5][N:4]=1.[CH3:11][O:12][C:13]1[N:18]=[C:17]([NH2:19])[CH:16]=[N:15][CH:14]=1. Product: [CH3:11][O:12][C:13]1[N:18]=[C:17]([N:19]=[CH:7][C:6]2[CH:5]=[N:4][C:3]([O:2][CH3:1])=[CH:10][CH:9]=2)[CH:16]=[N:15][CH:14]=1. The catalyst class is: 8. (9) Reactant: [NH:1]1[C:9]2[C:4](=[CH:5][C:6]([C:10]3[CH2:11][CH2:12][N:13]([C:16]([O:18][C:19]([CH3:22])([CH3:21])[CH3:20])=[O:17])[CH2:14][CH:15]=3)=[CH:7][CH:8]=2)[CH:3]=[N:2]1. Product: [NH:1]1[C:9]2[C:4](=[CH:5][C:6]([CH:10]3[CH2:11][CH2:12][N:13]([C:16]([O:18][C:19]([CH3:22])([CH3:21])[CH3:20])=[O:17])[CH2:14][CH2:15]3)=[CH:7][CH:8]=2)[CH:3]=[N:2]1. The catalyst class is: 19.